This data is from Reaction yield outcomes from USPTO patents with 853,638 reactions. The task is: Predict the reaction yield, written as a fraction of the theoretical maximum amount of product (1.0 means a 100% yield; for example, 0.34 means a 34% yield). (1) The reactants are [CH3:1][O:2][C:3]1[CH:8]=[CH:7][C:6]([CH2:9][CH:10]([C:16]([NH:18][CH2:19][CH:20]([O:23]C)OC)=O)[CH2:11][C:12]([O:14][CH3:15])=[O:13])=[CH:5][CH:4]=1.Cl.C1C=CC(P(C2C=CC=CC=2)C2C=CC=CC=2)=CC=1.II.CCN(CC)CC. The catalyst is C1COCC1.C(Cl)Cl. The product is [CH3:1][O:2][C:3]1[CH:4]=[CH:5][C:6]([CH2:9][CH:10]([C:16]2[O:23][CH:20]=[CH:19][N:18]=2)[CH2:11][C:12]([O:14][CH3:15])=[O:13])=[CH:7][CH:8]=1. The yield is 0.410. (2) The reactants are [F:1][C:2]1[CH:10]=[C:9]2[C:5]([C:6]([C:20]3[CH:21]=[CH:22][C:23]4[O:27][C:26](=[O:28])[NH:25][C:24]=4[CH:29]=3)=[CH:7][N:8]2[S:11]([C:14]2[CH:19]=[CH:18][CH:17]=[CH:16][CH:15]=2)(=[O:13])=[O:12])=[CH:4][CH:3]=1.Br[CH2:31][C:32]([NH2:34])=[O:33].C([O-])([O-])=O.[K+].[K+].O. The catalyst is CN(C=O)C. The product is [F:1][C:2]1[CH:10]=[C:9]2[C:5]([C:6]([C:20]3[CH:21]=[CH:22][C:23]4[O:27][C:26](=[O:28])[N:25]([CH2:31][C:32]([NH2:34])=[O:33])[C:24]=4[CH:29]=3)=[CH:7][N:8]2[S:11]([C:14]2[CH:15]=[CH:16][CH:17]=[CH:18][CH:19]=2)(=[O:13])=[O:12])=[CH:4][CH:3]=1. The yield is 0.990. (3) The reactants are O=[C:2]([C:16]1[CH:21]=[CH:20][CH:19]=[CH:18][CH:17]=1)[CH:3]=[CH:4][CH:5]=[CH:6][C:7]1[CH:15]=[CH:14][C:10]([C:11]([OH:13])=[O:12])=[CH:9][CH:8]=1.OS(O)(=O)=O. The catalyst is C(O)C.[Pd]. The product is [C:16]1([CH2:2][CH2:3][CH2:4][CH2:5][CH2:6][C:7]2[CH:8]=[CH:9][C:10]([C:11]([OH:13])=[O:12])=[CH:14][CH:15]=2)[CH:17]=[CH:18][CH:19]=[CH:20][CH:21]=1. The yield is 0.540. (4) The reactants are CC1C=CC(S(O[CH2:12][C@H:13]2[CH2:22][CH2:21][C:20]3[C:15](=[C:16]([C:23]4[C:28]([Cl:29])=[CH:27][CH:26]=[CH:25][C:24]=4[Cl:30])[CH:17]=[CH:18][CH:19]=3)[O:14]2)(=O)=O)=CC=1.[CH3:31][NH2:32].[OH-].[Na+]. The catalyst is CS(C)=O.[Cl-].[Na+].O. The product is [Cl:30][C:24]1[CH:25]=[CH:26][CH:27]=[C:28]([Cl:29])[C:23]=1[C:16]1[CH:17]=[CH:18][CH:19]=[C:20]2[C:15]=1[O:14][C@@H:13]([CH2:12][NH:32][CH3:31])[CH2:22][CH2:21]2. The yield is 0.750. (5) The reactants are [C:1]([O:5][C:6]([NH:8][C@H:9]([C@@H:13]([OH:15])[CH3:14])[C:10]([OH:12])=[O:11])=[O:7])([CH3:4])([CH3:3])[CH3:2].CC1C=CC=C(C)N=1.FC(F)(F)S(O[Si:30]([C:33]([CH3:36])([CH3:35])[CH3:34])([CH3:32])[CH3:31])(=O)=O.Cl.C([O-])([O-])=O.[Na+].[Na+]. The catalyst is C(Cl)Cl.[Cl-].[Na+].O.CO.O. The product is [C:1]([O:5][C:6]([NH:8][C@H:9]([C@@H:13]([O:15][Si:30]([C:33]([CH3:36])([CH3:35])[CH3:34])([CH3:32])[CH3:31])[CH3:14])[C:10]([OH:12])=[O:11])=[O:7])([CH3:4])([CH3:3])[CH3:2]. The yield is 0.960. (6) The reactants are [F:1][C:2]1[CH:10]=[CH:9][C:8]([CH:11]2[C:24]3[CH:23]=[CH:22][C:21]4[C:16](=[N:17][CH:18]=[CH:19][CH:20]=4)[C:15]=3[NH:14][S:13](=[O:26])(=[O:25])[N:12]2[CH3:27])=[CH:7][C:3]=1[C:4](O)=[O:5].CN(C(ON1N=NC2C=CC=CC1=2)=[N+](C)C)C.[B-](F)(F)(F)F.[CH3:50][N:51]([CH3:55])[CH2:52][CH2:53][NH2:54].CCN(C(C)C)C(C)C. The catalyst is C(Cl)Cl. The product is [CH3:50][N:51]([CH3:55])[CH2:52][CH2:53][NH:54][C:4](=[O:5])[C:3]1[CH:7]=[C:8]([CH:11]2[C:24]3[CH:23]=[CH:22][C:21]4[C:16](=[N:17][CH:18]=[CH:19][CH:20]=4)[C:15]=3[NH:14][S:13](=[O:26])(=[O:25])[N:12]2[CH3:27])[CH:9]=[CH:10][C:2]=1[F:1]. The yield is 0.140. (7) The reactants are [CH2:1]([N:8]1[CH2:14][C:13]2[N:15]=[CH:16][C:17](Cl)=[N:18][C:12]=2[O:11][CH2:10][CH2:9]1)[C:2]1[CH:7]=[CH:6][CH:5]=[CH:4][CH:3]=1.[CH3:20][C:21]1[NH:22][CH:23]=[CH:24][N:25]=1.C(=O)([O-])[O-].[Cs+].[Cs+]. The catalyst is CN(C=O)C.[Cu](I)I. The product is [CH2:1]([N:8]1[CH2:14][C:13]2[N:15]=[CH:16][C:17]([N:22]3[CH:23]=[CH:24][N:25]=[C:21]3[CH3:20])=[N:18][C:12]=2[O:11][CH2:10][CH2:9]1)[C:2]1[CH:7]=[CH:6][CH:5]=[CH:4][CH:3]=1. The yield is 0.150.